Dataset: Reaction yield outcomes from USPTO patents with 853,638 reactions. Task: Predict the reaction yield, written as a fraction of the theoretical maximum amount of product (1.0 means a 100% yield; for example, 0.34 means a 34% yield). (1) The reactants are [C:1]([O:5][C:6](=[O:19])[CH2:7][C@@H:8]([CH2:17][OH:18])[CH2:9][C@H:10]([CH3:16])[CH2:11][CH2:12][CH2:13][CH2:14][CH3:15])([CH3:4])([CH3:3])[CH3:2].C(OC(=O)C[C@H](C[C@@H](C)CCCCC)C(O)=O)(C)(C)C. No catalyst specified. The product is [C:1]([O:5][C:6](=[O:19])[CH2:7][C@@H:8]([CH2:17][OH:18])[CH2:9][C@@H:10]([CH3:16])[CH2:11][CH2:12][CH2:13][CH2:14][CH3:15])([CH3:2])([CH3:4])[CH3:3]. The yield is 0.760. (2) The reactants are [O:1]1[CH2:6][CH:5]=[C:4]([C:7]2[C:8]([F:33])=[C:9]([N:13]3[CH:18]=[C:17]([O:19][CH3:20])[C:16](=[O:21])[C:15]([C:22]4[N:26]([C:27]5[CH:32]=[CH:31][CH:30]=[CH:29][CH:28]=5)[N:25]=[CH:24][CH:23]=4)=[N:14]3)[CH:10]=[CH:11][CH:12]=2)[CH2:3][CH2:2]1. The catalyst is CO.[Pd]. The product is [F:33][C:8]1[C:7]([CH:4]2[CH2:5][CH2:6][O:1][CH2:2][CH2:3]2)=[CH:12][CH:11]=[CH:10][C:9]=1[N:13]1[CH:18]=[C:17]([O:19][CH3:20])[C:16](=[O:21])[C:15]([C:22]2[N:26]([C:27]3[CH:28]=[CH:29][CH:30]=[CH:31][CH:32]=3)[N:25]=[CH:24][CH:23]=2)=[N:14]1. The yield is 0.790.